This data is from Reaction yield outcomes from USPTO patents with 853,638 reactions. The task is: Predict the reaction yield, written as a fraction of the theoretical maximum amount of product (1.0 means a 100% yield; for example, 0.34 means a 34% yield). (1) The product is [CH3:10][O:9][C:5]1[CH:6]=[CH:7][CH:8]=[C:3]([O:2][CH3:1])[C:4]=1[NH2:11]. The yield is 0.980. The reactants are [CH3:1][O:2][C:3]1[CH:8]=[CH:7][CH:6]=[C:5]([O:9][CH3:10])[C:4]=1[N+:11]([O-])=O.C([O-])([O-])=O.[Na+].[Na+]. The catalyst is CC(O)=O.CCO.O.[Fe]. (2) The reactants are [CH3:1][O:2][C:3]1[C:8](=O)[CH:7]=[CH:6][NH:5][C:4]=1[CH3:10].P(Cl)(Cl)([Cl:13])=O. No catalyst specified. The product is [Cl:13][C:8]1[CH:7]=[CH:6][N:5]=[C:4]([CH3:10])[C:3]=1[O:2][CH3:1]. The yield is 0.960. (3) The reactants are [Si]([O:8][C@@H:9]([CH3:21])/[CH:10]=[N:11]/[CH2:12][C:13]1[CH:18]=[CH:17][C:16]([O:19][CH3:20])=[CH:15][CH:14]=1)(C(C)(C)C)(C)C.[Si](OS(C(F)(F)F)(=O)=O)(C)(C)C.C([Si](C)(C)[O:39][C:40]([CH:42]=[C:43]([CH3:45])[CH3:44])=[CH2:41])(C)(C)C.C([O-])(O)=O.[Na+].CCCC[N+](CCCC)(CCCC)CCCC.[F-]. The catalyst is ClCCl. The product is [OH:8][C@H:9]([C@H:10]1[N:11]([CH2:12][C:13]2[CH:14]=[CH:15][C:16]([O:19][CH3:20])=[CH:17][CH:18]=2)[C:43]([CH3:45])([CH3:44])[CH2:42][C:40](=[O:39])[CH2:41]1)[CH3:21].[OH:8][C@H:9]([C@@H:10]1[N:11]([CH2:12][C:13]2[CH:14]=[CH:15][C:16]([O:19][CH3:20])=[CH:17][CH:18]=2)[C:43]([CH3:45])([CH3:44])[CH2:42][C:40](=[O:39])[CH2:41]1)[CH3:21]. The yield is 0.410. (4) The reactants are [Cl-].[Cl-].[Cl-].[Al+3].[NH:5]1[C:9]2=[N:10][CH:11]=[CH:12][CH:13]=[C:8]2[CH:7]=[CH:6]1.[Cl:14][C:15]1[N:20]=[CH:19][C:18]([C:21](Cl)=[O:22])=[CH:17][CH:16]=1.CO. The catalyst is ClCCl. The product is [Cl:14][C:15]1[N:20]=[CH:19][C:18]([C:21]([C:7]2[C:8]3[C:9](=[N:10][CH:11]=[CH:12][CH:13]=3)[NH:5][CH:6]=2)=[O:22])=[CH:17][CH:16]=1. The yield is 0.886.